This data is from Full USPTO retrosynthesis dataset with 1.9M reactions from patents (1976-2016). The task is: Predict the reactants needed to synthesize the given product. (1) Given the product [CH2:3]([CH:5]1[CH2:9][CH:8]([OH:10])[CH2:7][CH:6]1[C:11]([OH:13])=[O:12])[CH3:4], predict the reactants needed to synthesize it. The reactants are: [OH-].[Na+].[CH2:3]([C@@H:5]1[CH2:9][C@H:8]([OH:10])[CH2:7][C@@H:6]1[C:11]([O:13]CC)=[O:12])[CH3:4]. (2) Given the product [CH:8]1[CH:7]=[CH:6][C:5]2[CH2:21][CH2:22][CH2:23][N:3]3[C:4]=2[C:9]=1[C@H:10]1[CH2:14][C:13](=[O:15])[CH2:12][C@H:11]1[C:2]3=[O:1], predict the reactants needed to synthesize it. The reactants are: [O:1]=[C:2]1[C@:11]2(C(OCC)=O)[CH2:12][C:13](=[O:15])[CH2:14][C@@H:10]2[C:9]2[C:4]3=[C:5]([CH2:21][CH2:22][CH2:23][N:3]13)[CH:6]=[CH:7][CH:8]=2.Cl. (3) Given the product [CH:21]([C:2]1[CH:7]=[CH:6][C:5]([C:8]([CH3:12])([CH3:11])[C:9]#[N:10])=[CH:4][C:3]=1[CH3:13])=[O:22], predict the reactants needed to synthesize it. The reactants are: Br[C:2]1[CH:7]=[CH:6][C:5]([C:8]([CH3:12])([CH3:11])[C:9]#[N:10])=[CH:4][C:3]=1[CH3:13].[Li]C(C)(C)C.C1C[O:22][CH2:21]C1. (4) Given the product [C:1]([O:7][CH:12]([CH3:13])[CH2:11][CH:9]([CH3:10])[CH3:8])(=[O:6])[CH2:2][C:3]([O:5][CH:12]([CH3:13])[CH2:11][CH:9]([CH3:10])[CH3:8])=[O:4], predict the reactants needed to synthesize it. The reactants are: [C:1]([OH:7])(=[O:6])[CH2:2][C:3]([OH:5])=[O:4].[CH3:8][CH:9]([CH2:11][CH:12](O)[CH3:13])[CH3:10].S(=O)(=O)(O)O.O. (5) Given the product [Br:1][C:2]1[S:6][C:5]([CH3:7])=[N:4][C:3]=1[C:8]1[CH:13]=[CH:12][N+:11]([O-:22])=[CH:10][CH:9]=1, predict the reactants needed to synthesize it. The reactants are: [Br:1][C:2]1[S:6][C:5]([CH3:7])=[N:4][C:3]=1[C:8]1[CH:13]=[CH:12][N:11]=[CH:10][CH:9]=1.ClC1C=CC=C(C(OO)=[O:22])C=1. (6) Given the product [CH3:19][O:20][C:21]1[CH:30]=[C:29]2[C:24]([CH:25]=[CH:26][CH:27]=[N:28]2)=[CH:23][C:22]=1[C:2]1[S:6][C:5]([N:7]([CH3:18])[CH:8]2[CH2:13][C:12]([CH3:15])([CH3:14])[NH:11][C:10]([CH3:17])([CH3:16])[CH2:9]2)=[N:4][N:3]=1, predict the reactants needed to synthesize it. The reactants are: Br[C:2]1[S:6][C:5]([N:7]([CH3:18])[CH:8]2[CH2:13][C:12]([CH3:15])([CH3:14])[NH:11][C:10]([CH3:17])([CH3:16])[CH2:9]2)=[N:4][N:3]=1.[CH3:19][O:20][C:21]1[CH:30]=[C:29]2[C:24]([CH:25]=[CH:26][CH:27]=[N:28]2)=[CH:23][C:22]=1B(O)O.C(=O)([O-])[O-].[Na+].[Na+].Cl.O1CCOCC1. (7) Given the product [F:1][C:2]([F:7])([F:6])[C:3]([OH:5])=[O:4].[C:8]([C:10]1[CH:11]=[C:12]([C:20]2[S:24][C:23]([N:25]3[C:42]([CH3:43])=[C:28]4[CH2:29][N:30]([CH2:33][CH2:34][C:35]([OH:37])=[O:36])[CH2:31][CH2:32][C:27]4=[N:26]3)=[N:22][N:21]=2)[CH:13]=[CH:14][C:15]=1[O:16][CH:17]([CH3:18])[CH3:19])#[N:9], predict the reactants needed to synthesize it. The reactants are: [F:1][C:2]([F:7])([F:6])[C:3]([OH:5])=[O:4].[C:8]([C:10]1[CH:11]=[C:12]([C:20]2[S:24][C:23]([N:25]3[C:42]([CH3:43])=[C:28]4[CH2:29][N:30]([CH2:33][CH2:34][C:35]([O:37]C(C)(C)C)=[O:36])[CH2:31][CH2:32][C:27]4=[N:26]3)=[N:22][N:21]=2)[CH:13]=[CH:14][C:15]=1[O:16][CH:17]([CH3:19])[CH3:18])#[N:9]. (8) Given the product [Cl:15][C:9]1[CH:10]=[C:11]([Cl:14])[CH:12]=[CH:13][C:8]=1[C:6]1[N:5]=[C:4]([S:16][CH2:18][CH3:19])[N:3]=[C:2]([NH2:1])[CH:7]=1, predict the reactants needed to synthesize it. The reactants are: [NH2:1][C:2]1[CH:7]=[C:6]([C:8]2[CH:13]=[CH:12][C:11]([Cl:14])=[CH:10][C:9]=2[Cl:15])[NH:5][C:4](=[S:16])[N:3]=1.I[CH2:18][CH3:19].C(=O)(O)[O-].[Na+].O. (9) Given the product [Br:1][C:2]1[C:10]([NH2:9])=[C:6]([NH2:7])[C:5]([Br:11])=[CH:4][CH:3]=1, predict the reactants needed to synthesize it. The reactants are: [Br:1][C:2]1[C:10]2[C:6](=[N:7]S[N:9]=2)[C:5]([Br:11])=[CH:4][CH:3]=1.[BH4-].[Na+].O.